Task: Regression/Classification. Given a drug SMILES string, predict its absorption, distribution, metabolism, or excretion properties. Task type varies by dataset: regression for continuous measurements (e.g., permeability, clearance, half-life) or binary classification for categorical outcomes (e.g., BBB penetration, CYP inhibition). Dataset: cyp3a4_veith.. Dataset: CYP3A4 inhibition data for predicting drug metabolism from PubChem BioAssay (1) The drug is Cc1ccc(S(=O)(=O)Nc2ccc(=O)n(Cc3ccc(Cl)c(Cl)c3)c2)cc1. The result is 1 (inhibitor). (2) The drug is CCc1ccc(CSc2nccn2-c2ccccc2)cc1. The result is 1 (inhibitor).